From a dataset of Forward reaction prediction with 1.9M reactions from USPTO patents (1976-2016). Predict the product of the given reaction. Given the reactants [F:1][C:2]1[CH:11]=[C:10]2[C:5]([CH:6]=[C:7](/[CH:12]=[CH:13]/[C:14](=[O:29])[CH2:15][CH2:16][CH2:17][CH2:18][C:19]3[CH:28]=[CH:27][C:26]4[CH2:25][CH2:24][CH2:23][NH:22][C:21]=4[N:20]=3)[CH:8]=[N:9]2)=[CH:4][CH:3]=1.[BH4-].[Na+].Cl, predict the reaction product. The product is: [F:1][C:2]1[CH:11]=[C:10]2[C:5]([CH:6]=[C:7](/[CH:12]=[CH:13]/[CH:14]([OH:29])[CH2:15][CH2:16][CH2:17][CH2:18][C:19]3[CH:28]=[CH:27][C:26]4[CH2:25][CH2:24][CH2:23][NH:22][C:21]=4[N:20]=3)[CH:8]=[N:9]2)=[CH:4][CH:3]=1.